From a dataset of Catalyst prediction with 721,799 reactions and 888 catalyst types from USPTO. Predict which catalyst facilitates the given reaction. (1) Reactant: C[O:2][C:3]([C:5]1[S:19][C:8]2=[N:9][C:10]([C:13]3[CH:18]=[CH:17][CH:16]=[CH:15][CH:14]=3)=[CH:11][CH:12]=[C:7]2[C:6]=1[O:20][CH2:21][C:22]([O:24]CC)=[O:23])=[O:4].O.O[Li].O. Product: [C:22]([CH2:21][O:20][C:6]1[C:7]2[C:8](=[N:9][C:10]([C:13]3[CH:18]=[CH:17][CH:16]=[CH:15][CH:14]=3)=[CH:11][CH:12]=2)[S:19][C:5]=1[C:3]([OH:4])=[O:2])([OH:24])=[O:23]. The catalyst class is: 1. (2) Reactant: [CH:1]1([CH2:4][O:5][C:6]2[CH:11]=[C:10]([O:12][CH3:13])[C:9]([F:14])=[CH:8][C:7]=2[C:15]2[C:16]3[NH:23][C:22]([CH3:24])=[C:21]([C:25]([OH:27])=O)[C:17]=3[N:18]=[CH:19][N:20]=2)[CH2:3][CH2:2]1.CCN(C(C)C)C(C)C.[NH2:37][C@@H:38]([CH2:68][C:69]1[CH:74]=[CH:73][CH:72]=[C:71]([CH3:75])[CH:70]=1)[C:39]([N:41]1[CH2:46][CH2:45][CH:44]([N:47]2[N:56]=[C:55]([C:57]3[CH:62]=[CH:61][C:60]([O:63][CH3:64])=[C:59]([O:65][CH3:66])[CH:58]=3)[C@@H:54]3[C@@H:49]([CH2:50][CH2:51][CH2:52][CH2:53]3)[C:48]2=[O:67])[CH2:43][CH2:42]1)=[O:40].CCOC(C(C#N)=NOC(N1CCOCC1)=[N+](C)C)=O.F[P-](F)(F)(F)(F)F.C(=O)(O)[O-].[Na+]. Product: [CH:1]1([CH2:4][O:5][C:6]2[CH:11]=[C:10]([O:12][CH3:13])[C:9]([F:14])=[CH:8][C:7]=2[C:15]2[C:16]3[NH:23][C:22]([CH3:24])=[C:21]([C:25]([NH:37][C@@H:38]([CH2:68][C:69]4[CH:74]=[CH:73][CH:72]=[C:71]([CH3:75])[CH:70]=4)[C:39]([N:41]4[CH2:42][CH2:43][CH:44]([N:47]5[N:56]=[C:55]([C:57]6[CH:62]=[CH:61][C:60]([O:63][CH3:64])=[C:59]([O:65][CH3:66])[CH:58]=6)[C@@H:54]6[C@@H:49]([CH2:50][CH2:51][CH2:52][CH2:53]6)[C:48]5=[O:67])[CH2:45][CH2:46]4)=[O:40])=[O:27])[C:17]=3[N:18]=[CH:19][N:20]=2)[CH2:3][CH2:2]1. The catalyst class is: 2. (3) Reactant: [CH3:1][N:2]([C:11]1[CH:16]=[CH:15][CH:14]=[CH:13][CH:12]=1)[S:3]([N:6]1[CH:10]=[CH:9][N:8]=[CH:7]1)(=[O:5])=[O:4].[O:17](C)[S:18]([C:21]([F:24])([F:23])[F:22])(=[O:20])=[O:19]. Product: [F:22][C:21]([F:24])([F:23])[S:18]([O-:20])(=[O:19])=[O:17].[CH3:21][N+:8]1[CH:9]=[CH:10][N:6]([S:3](=[O:4])(=[O:5])[N:2]([CH3:1])[C:11]2[CH:12]=[CH:13][CH:14]=[CH:15][CH:16]=2)[CH:7]=1. The catalyst class is: 2. (4) Reactant: C[O:2][C:3]1[CH:8]=[CH:7][C:6]([CH2:9][CH2:10][C:11]2[N:12]([CH2:27][CH2:28][CH3:29])[C:13](=[O:26])[N:14]([C:16]3[CH:21]=[CH:20][C:19]([C:22]([F:25])([F:24])[F:23])=[CH:18][CH:17]=3)[N:15]=2)=[CH:5][CH:4]=1.B(Br)(Br)Br. Product: [OH:2][C:3]1[CH:8]=[CH:7][C:6]([CH2:9][CH2:10][C:11]2[N:12]([CH2:27][CH2:28][CH3:29])[C:13](=[O:26])[N:14]([C:16]3[CH:21]=[CH:20][C:19]([C:22]([F:25])([F:24])[F:23])=[CH:18][CH:17]=3)[N:15]=2)=[CH:5][CH:4]=1. The catalyst class is: 2. (5) Reactant: [CH:1]([C:4]1[N:9]([CH3:10])[C:8](=[O:11])[NH:7][C:6](=[O:12])[CH:5]=1)([CH3:3])[CH3:2].[C:13]([O:17][C:18]([NH:20][C@H:21]([C:32]([O:34][CH3:35])=[O:33])[CH2:22][C:23]1[CH:28]=[CH:27][C:26](B(O)O)=[CH:25][CH:24]=1)=[O:19])([CH3:16])([CH3:15])[CH3:14].C(N(CC)CC)C. Product: [C:13]([O:17][C:18]([NH:20][C@H:21]([C:32]([O:34][CH3:35])=[O:33])[CH2:22][C:23]1[CH:24]=[CH:25][C:26]([N:7]2[C:6](=[O:12])[CH:5]=[C:4]([CH:1]([CH3:3])[CH3:2])[N:9]([CH3:10])[C:8]2=[O:11])=[CH:27][CH:28]=1)=[O:19])([CH3:15])([CH3:16])[CH3:14]. The catalyst class is: 302. (6) Reactant: [CH3:1][O:2][C:3](=[O:5])[CH3:4].C([Si](C)(C)[O:11][CH:12]([C:37]([CH3:40])([CH3:39])[CH3:38])[CH2:13][O:14][C:15]1[CH:20]=[CH:19][C:18]([C:21]([C:26]2[S:30][C:29]([S:31]([NH2:34])(=[O:33])=[O:32])=[C:28]([CH3:35])[CH:27]=2)([CH2:24][CH3:25])[CH2:22][CH3:23])=[CH:17][C:16]=1[CH3:36])(C)(C)C.F. Product: [CH3:1][O:2][C:3](=[O:5])[CH3:4].[CH2:22]([C:21]([C:26]1[S:30][C:29]([S:31]([NH2:34])(=[O:33])=[O:32])=[C:28]([CH3:35])[CH:27]=1)([C:18]1[CH:19]=[CH:20][C:15]([O:14][CH2:13][CH:12]([OH:11])[C:37]([CH3:39])([CH3:40])[CH3:38])=[C:16]([CH3:36])[CH:17]=1)[CH2:24][CH3:25])[CH3:23]. The catalyst class is: 10. (7) The catalyst class is: 8. Product: [Cl:1][C:2]1[CH:3]=[C:4]2[C:9](=[C:10]([C:12]3[CH:13]=[CH:14][C:15]([CH2:18][CH3:19])=[CH:16][CH:17]=3)[CH:11]=1)[O:8][C@H:7]([C:20]([F:23])([F:21])[F:22])[C:6]([C:24]([O-:26])=[O:25])=[CH:5]2.[Na+:28]. Reactant: [Cl:1][C:2]1[CH:3]=[C:4]2[C:9](=[C:10]([C:12]3[CH:17]=[CH:16][C:15]([CH2:18][CH3:19])=[CH:14][CH:13]=3)[CH:11]=1)[O:8][CH:7]([C:20]([F:23])([F:22])[F:21])[C:6]([C:24]([OH:26])=[O:25])=[CH:5]2.[OH-].[Na+:28]. (8) Reactant: [CH3:1][N:2]1[C:6]2=[N:7][CH:8]=[CH:9][CH:10]=[C:5]2[N:4]=[C:3]1S(C)(=O)=O.[CH2:15]([N:17]1[C:25]2[C:20](=[N:21][CH:22]=[CH:23][CH:24]=2)[C:19]([C:26]2[N:31]=[CH:30][C:29]([OH:32])=[CH:28][CH:27]=2)=[N:18]1)[CH3:16].[H-].[Na+].O. Product: [CH2:15]([N:17]1[C:25]2[C:20](=[N:21][CH:22]=[CH:23][CH:24]=2)[C:19]([C:26]2[CH:27]=[CH:28][C:29]([O:32][C:3]3[N:2]([CH3:1])[C:6]4=[N:7][CH:8]=[CH:9][CH:10]=[C:5]4[N:4]=3)=[CH:30][N:31]=2)=[N:18]1)[CH3:16]. The catalyst class is: 3. (9) Product: [O:1]=[CH:2][C@H:3]([NH:10][C:11](=[O:17])[O:12][C:13]([CH3:15])([CH3:14])[CH3:16])[C:4]1[CH:9]=[CH:8][CH:7]=[CH:6][CH:5]=1. Reactant: [OH:1][CH2:2][C@H:3]([NH:10][C:11](=[O:17])[O:12][C:13]([CH3:16])([CH3:15])[CH3:14])[C:4]1[CH:9]=[CH:8][CH:7]=[CH:6][CH:5]=1.CC(OI1(OC(C)=O)(OC(C)=O)OC(=O)C2C=CC=CC1=2)=O. The catalyst class is: 91.